Dataset: Reaction yield outcomes from USPTO patents with 853,638 reactions. Task: Predict the reaction yield, written as a fraction of the theoretical maximum amount of product (1.0 means a 100% yield; for example, 0.34 means a 34% yield). The reactants are C([O:8][C:9]1[C:14]([CH2:15][N:16]2[CH2:25][CH2:24][C:23]3[C:18](=[C:19]([Cl:30])[C:20]([O:26][CH:27]([F:29])[F:28])=[CH:21][CH:22]=3)[C:17]2=[O:31])=[C:13]([CH3:32])[CH:12]=[C:11]([CH3:33])[N:10]=1)C1C=CC=CC=1.C(O)(C(F)(F)F)=O. The catalyst is C(Cl)Cl. The product is [Cl:30][C:19]1[C:20]([O:26][CH:27]([F:29])[F:28])=[CH:21][CH:22]=[C:23]2[C:18]=1[C:17](=[O:31])[N:16]([CH2:15][C:14]1[C:9](=[O:8])[NH:10][C:11]([CH3:33])=[CH:12][C:13]=1[CH3:32])[CH2:25][CH2:24]2. The yield is 0.670.